This data is from Forward reaction prediction with 1.9M reactions from USPTO patents (1976-2016). The task is: Predict the product of the given reaction. (1) Given the reactants [C:1](O[BH-](OC(=O)C)OC(=O)C)(=O)C.[Na+].[Cl:15][C:16]1[C:21]([CH:22]2[CH2:27][CH2:26][NH:25][CH2:24][CH2:23]2)=[CH:20][C:19]([C:28]#[N:29])=[CH:18][C:17]=1[NH:30][C:31]1[N:36]=[C:35]([N:37]([CH:47]2[CH2:49][CH2:48]2)CC2C=CC(OC)=CC=2)[C:34]2=[N:50][CH:51]=[C:52]([C:53]#[N:54])[N:33]2[N:32]=1.C=O.O.CC(O)=O.C([O-])(O)=O.[Na+].C1(OC)C=CC=CC=1.C(O)(C(F)(F)F)=O, predict the reaction product. The product is: [Cl:15][C:16]1[C:21]([CH:22]2[CH2:23][CH2:24][N:25]([CH3:1])[CH2:26][CH2:27]2)=[CH:20][C:19]([C:28]#[N:29])=[CH:18][C:17]=1[NH:30][C:31]1[N:36]=[C:35]([NH:37][CH:47]2[CH2:49][CH2:48]2)[C:34]2=[N:50][CH:51]=[C:52]([C:53]#[N:54])[N:33]2[N:32]=1. (2) Given the reactants [CH2:1]([O:4][C:5]1[CH:6]=[C:7]([CH:11]=[C:12]([O:18][CH2:19][C:20]#[CH:21])[C:13]=1[O:14][CH2:15][C:16]#[CH:17])[C:8]([OH:10])=[O:9])[C:2]#[CH:3].O[N:23]1[C:27](=[O:28])[CH2:26][CH2:25][C:24]1=[O:29].CC(C)N=C=NC(C)C.CN(C=O)C, predict the reaction product. The product is: [CH2:19]([O:18][C:12]1[CH:11]=[C:7]([CH:6]=[C:5]([O:4][CH2:1][C:2]#[CH:3])[C:13]=1[O:14][CH2:15][C:16]#[CH:17])[C:8]([O:10][N:23]1[C:27](=[O:28])[CH2:26][CH2:25][C:24]1=[O:29])=[O:9])[C:20]#[CH:21]. (3) Given the reactants Br[C:2]1[C:11](F)=[CH:10][C:9]2[O:8][C:7]3([CH3:17])CCOC[CH:6]3[C:5]3([CH2:21][O:20][C:19]([NH2:22])=[N:18]3)[C:4]=2[CH:3]=1.[Cl:23][C:24]1[CH:25]=[C:26](B(O)O)[CH:27]=[N:28][CH:29]=1.C(=O)([O-])[O-].[Na+].[Na+].[O:39]1CCO[CH2:41][CH2:40]1, predict the reaction product. The product is: [Cl:23][C:24]1[CH:25]=[C:26]([C:2]2[CH:3]=[C:4]3[C:9](=[CH:10][CH:11]=2)[O:8][CH:7]2[CH2:17][O:39][CH2:40][CH2:41][CH:6]2[C:5]23[CH2:21][O:20][C:19]([NH2:22])=[N:18]2)[CH:27]=[N:28][CH:29]=1.